The task is: Predict which catalyst facilitates the given reaction.. This data is from Catalyst prediction with 721,799 reactions and 888 catalyst types from USPTO. (1) Reactant: Br[C:2]1[CH:3]=[C:4]2[C:8](=[CH:9][CH:10]=1)[NH:7][N:6]=[CH:5]2.C([Li])CCC.CN(C)[CH:18]=[O:19]. Product: [NH:7]1[C:8]2[C:4](=[CH:3][C:2]([CH:18]=[O:19])=[CH:10][CH:9]=2)[CH:5]=[N:6]1. The catalyst class is: 7. (2) Reactant: [CH3:1][C:2]1[N:3]=[N:4][C:5]([C:8]2[CH:13]=[CH:12][CH:11]=[CH:10][N:9]=2)=[CH:6][CH:7]=1.[Cl:14]N1C(=O)N(Cl)C(=O)N(Cl)C1=O. Product: [Cl:14][CH2:1][C:2]1[N:3]=[N:4][C:5]([C:8]2[CH:13]=[CH:12][CH:11]=[CH:10][N:9]=2)=[CH:6][CH:7]=1. The catalyst class is: 26. (3) Reactant: Cl[CH:2]([CH2:8][C:9]1[CH:14]=[CH:13][CH:12]=[C:11]([C:15]([F:18])([F:17])[F:16])[CH:10]=1)[C:3]([O:5]CC)=O.[CH3:19][C:20]1[CH:25]=[CH:24][C:23]([NH:26][C:27]([NH2:29])=[O:28])=[CH:22][CH:21]=1.CC([O-])=O.[Na+]. Product: [F:18][C:15]([F:16])([F:17])[C:11]1[CH:10]=[C:9]([CH:14]=[CH:13][CH:12]=1)[CH2:8][CH:2]1[O:28][C:27](=[N:26][C:23]2[CH:24]=[CH:25][C:20]([CH3:19])=[CH:21][CH:22]=2)[NH:29][C:3]1=[O:5]. The catalyst class is: 14.